Dataset: Forward reaction prediction with 1.9M reactions from USPTO patents (1976-2016). Task: Predict the product of the given reaction. (1) Given the reactants [Cl:1][C:2]1[CH:3]=[N:4][C:5]2[N:6]([N:8]=[C:9]([C:11]([OH:13])=O)[CH:10]=2)[CH:7]=1.[CH3:14][O:15][C:16]1[CH:17]=[C:18]2[C:23](=[CH:24][C:25]=1[O:26][CH3:27])[CH2:22][NH:21][CH:20]([CH3:28])[CH2:19]2, predict the reaction product. The product is: [Cl:1][C:2]1[CH:3]=[N:4][C:5]2[N:6]([N:8]=[C:9]([C:11]([N:21]3[CH:20]([CH3:28])[CH2:19][C:18]4[C:23](=[CH:24][C:25]([O:26][CH3:27])=[C:16]([O:15][CH3:14])[CH:17]=4)[CH2:22]3)=[O:13])[CH:10]=2)[CH:7]=1. (2) Given the reactants [CH:1]1([C:4]2[CH:5]=[N:6][C:7]([NH:14][C:15]3[CH:24]=[CH:23][CH:22]=[C:21]4[C:16]=3[CH:17]=[CH:18][N:19]=[C:20]4[N:25]3[CH2:30][CH2:29][CH2:28][CH2:27][CH2:26]3)=[C:8]([CH:13]=2)[C:9]([O:11]C)=[O:10])[CH2:3][CH2:2]1.[OH-].[Na+], predict the reaction product. The product is: [CH:1]1([C:4]2[CH:5]=[N:6][C:7]([NH:14][C:15]3[CH:24]=[CH:23][CH:22]=[C:21]4[C:16]=3[CH:17]=[CH:18][N:19]=[C:20]4[N:25]3[CH2:30][CH2:29][CH2:28][CH2:27][CH2:26]3)=[C:8]([CH:13]=2)[C:9]([OH:11])=[O:10])[CH2:2][CH2:3]1.